This data is from Forward reaction prediction with 1.9M reactions from USPTO patents (1976-2016). The task is: Predict the product of the given reaction. (1) Given the reactants [CH2:1]([O:3][C:4]([C:6]1([C:9]2[CH:14]=[CH:13][C:12]([C:15]3[CH:20]=[CH:19][C:18]([C:21]4[S:22][C:23]([Cl:29])=[CH:24][C:25]=4C(=O)N)=[CH:17][CH:16]=3)=[CH:11][CH:10]=2)[CH2:8][CH2:7]1)=[O:5])[CH3:2].[N:30]1[CH:35]=CC=CC=1.FC(F)(F)C(OI(C1C=CC=CC=1)OC(=O)C(F)(F)F)=[O:39].[S:57]1[CH:61]=[CH:60][C:59]([C@H:62]([OH:64])[CH3:63])=[CH:58]1, predict the reaction product. The product is: [CH2:1]([O:3][C:4]([C:6]1([C:9]2[CH:10]=[CH:11][C:12]([C:15]3[CH:16]=[CH:17][C:18]([C:21]4[S:22][C:23]([Cl:29])=[CH:24][C:25]=4[NH:30][C:35]([O:64][C@@H:62]([C:59]4[CH:60]=[CH:61][S:57][CH:58]=4)[CH3:63])=[O:39])=[CH:19][CH:20]=3)=[CH:13][CH:14]=2)[CH2:8][CH2:7]1)=[O:5])[CH3:2]. (2) Given the reactants C(OC(=O)[NH:10][CH2:11][C:12]1[CH:17]=[CH:16][CH:15]=[C:14]([NH:18][C:19]2[C:28]3[C:23](=[C:24]([C:29]4[CH:34]=[CH:33][CH:32]=[CH:31][CH:30]=4)[CH:25]=[CH:26][CH:27]=3)[CH:22]=[CH:21][N:20]=2)[CH:13]=1)C1C=CC=CC=1.[H][H], predict the reaction product. The product is: [NH2:10][CH2:11][C:12]1[CH:13]=[C:14]([NH:18][C:19]2[C:28]3[C:23](=[C:24]([C:29]4[CH:34]=[CH:33][CH:32]=[CH:31][CH:30]=4)[CH:25]=[CH:26][CH:27]=3)[CH:22]=[CH:21][N:20]=2)[CH:15]=[CH:16][CH:17]=1. (3) Given the reactants [NH2:1][C:2](=[O:29])[CH2:3][O:4][CH2:5][C:6]1[N:10]=[C:9]([C@H:11]([CH2:20][CH2:21][CH2:22][CH:23]2[CH2:28][CH2:27][CH2:26][CH2:25][CH2:24]2)[CH2:12][C:13]([O:15]C(C)(C)C)=[O:14])[O:8][N:7]=1.FC(F)(F)C(O)=O, predict the reaction product. The product is: [NH2:1][C:2](=[O:29])[CH2:3][O:4][CH2:5][C:6]1[N:10]=[C:9]([C@H:11]([CH2:20][CH2:21][CH2:22][CH:23]2[CH2:24][CH2:25][CH2:26][CH2:27][CH2:28]2)[CH2:12][C:13]([OH:15])=[O:14])[O:8][N:7]=1.